The task is: Predict which catalyst facilitates the given reaction.. This data is from Catalyst prediction with 721,799 reactions and 888 catalyst types from USPTO. (1) Reactant: C1C=CC(P(C2C=CC=CC=2)C2C=CC=CC=2)=CC=1.CC(OC(/N=N/C(OC(C)C)=O)=O)C.[CH3:34][N:35]([CH3:39])[CH2:36][CH2:37]O.[N+:40]([C:43]1[CH:44]=[CH:45][C:46]([NH:49][CH2:50][CH2:51][NH:52][S:53]([C:56]2[CH:61]=[CH:60][CH:59]=[CH:58][C:57]=2[N+:62]([O-:64])=[O:63])(=[O:55])=[O:54])=[N:47][CH:48]=1)([O-:42])=[O:41]. Product: [CH3:34][N:35]([CH3:39])[CH2:36][CH2:37][N:52]([CH2:51][CH2:50][NH:49][C:46]1[CH:45]=[CH:44][C:43]([N+:40]([O-:42])=[O:41])=[CH:48][N:47]=1)[S:53]([C:56]1[CH:61]=[CH:60][CH:59]=[CH:58][C:57]=1[N+:62]([O-:64])=[O:63])(=[O:55])=[O:54]. The catalyst class is: 2. (2) Reactant: [NH2:1][C:2]1[CH:12]=[C:11]([CH2:13][N:14]2[CH2:19][CH2:18][NH:17][CH2:16][CH2:15]2)[C:10]([Cl:20])=[CH:9][C:3]=1[C:4]([O:6][CH2:7][CH3:8])=[O:5].C(N(CC)CC)C.[CH3:28][C:29]([O:32][C:33](O[C:33]([O:32][C:29]([CH3:31])([CH3:30])[CH3:28])=[O:34])=[O:34])([CH3:31])[CH3:30].O. Product: [NH2:1][C:2]1[C:3]([C:4]([O:6][CH2:7][CH3:8])=[O:5])=[CH:9][C:10]([Cl:20])=[C:11]([CH2:13][N:14]2[CH2:15][CH2:16][N:17]([C:33]([O:32][C:29]([CH3:31])([CH3:30])[CH3:28])=[O:34])[CH2:18][CH2:19]2)[CH:12]=1. The catalyst class is: 124. (3) Reactant: [C:1]([OH:13])(=[O:12])[CH2:2][C:3]([CH2:8][C:9]([OH:11])=[O:10])([C:5]([OH:7])=[O:6])[OH:4].[OH:14][CH2:15][C@@H:16]([C@H:18]([C@@H:20]([C@@H:22]([CH2:24][OH:25])[OH:23])[OH:21])[OH:19])[OH:17]. Product: [OH:25][CH2:24][C@@H:22]([C@H:20]([C@@H:18]([C@@H:16]([CH2:15][OH:14])[OH:17])[OH:19])[OH:21])[OH:23].[C:1]([OH:13])(=[O:12])[CH2:2][C:3]([CH2:8][C:9]([OH:11])=[O:10])([C:5]([OH:7])=[O:6])[OH:4]. The catalyst class is: 6. (4) Reactant: O.[NH2:2][NH2:3].[CH3:4][C:5]([CH3:12])([CH3:11])[C:6](=O)[CH2:7][C:8]#[N:9]. Product: [C:5]([C:6]1[CH:7]=[C:8]([NH2:9])[N:3]([CH2:4][CH2:5][CH2:6][CH2:7][CH3:8])[N:2]=1)([CH3:12])([CH3:11])[CH3:4]. The catalyst class is: 14. (5) Reactant: [CH3:1][C@H:2]1[N:7]([C:8]2[CH:13]=[C:12]([C:14]3([S:17]([CH3:20])(=[NH:19])=[O:18])[CH2:16][CH2:15]3)[N:11]=[C:10]([C:21]3[CH:26]=[N:25][CH:24]=[C:23]4[N:27](C(OC(C)(C)C)=O)[CH:28]=[CH:29][C:22]=34)[N:9]=2)[CH2:6][CH2:5][O:4][CH2:3]1.C(O)(C(F)(F)F)=O. Product: [CH3:1][C@@H:2]1[CH2:3][O:4][CH2:5][CH2:6][N:7]1[C:8]1[CH:13]=[C:12]([C:14]2([S:17]([CH3:20])(=[NH:19])=[O:18])[CH2:16][CH2:15]2)[N:11]=[C:10]([C:21]2[CH:26]=[N:25][CH:24]=[C:23]3[NH:27][CH:28]=[CH:29][C:22]=23)[N:9]=1. The catalyst class is: 2. (6) Reactant: [CH3:1][O:2][C:3]1[CH:4]=[C:5](/[CH:13]=[CH:14]/[C:15]([OH:17])=O)[CH:6]=[CH:7][C:8]=1[S:9](=[O:12])(=[O:11])[NH2:10].S(Cl)(Cl)=O.[Cl:22][C:23]1[CH:24]=[C:25]([NH2:29])[CH:26]=[CH:27][CH:28]=1.C(N(C(C)C)CC)(C)C. Product: [Cl:22][C:23]1[CH:24]=[C:25]([NH:29][C:15](=[O:17])/[CH:14]=[CH:13]/[C:5]2[CH:6]=[CH:7][C:8]([S:9](=[O:11])(=[O:12])[NH2:10])=[C:3]([O:2][CH3:1])[CH:4]=2)[CH:26]=[CH:27][CH:28]=1. The catalyst class is: 1. (7) Reactant: [Si:1]([O:18][CH2:19][CH2:20][CH:21]1[CH2:24][C:23](=[O:25])[CH2:22]1)([C:14]([CH3:17])([CH3:16])[CH3:15])([C:8]1[CH:13]=[CH:12][CH:11]=[CH:10][CH:9]=1)[C:2]1[CH:7]=[CH:6][CH:5]=[CH:4][CH:3]=1.[BH4-].[Na+]. Product: [Si:1]([O:18][CH2:19][CH2:20][CH:21]1[CH2:24][CH:23]([OH:25])[CH2:22]1)([C:14]([CH3:17])([CH3:15])[CH3:16])([C:8]1[CH:13]=[CH:12][CH:11]=[CH:10][CH:9]=1)[C:2]1[CH:3]=[CH:4][CH:5]=[CH:6][CH:7]=1. The catalyst class is: 7.